From a dataset of Reaction yield outcomes from USPTO patents with 853,638 reactions. Predict the reaction yield, written as a fraction of the theoretical maximum amount of product (1.0 means a 100% yield; for example, 0.34 means a 34% yield). (1) The yield is 0.760. The product is [F:1][C:2]1[CH:9]=[CH:8][C:5]([CH2:6][NH2:7])=[C:4]([S:10][CH3:11])[CH:3]=1. The reactants are [F:1][C:2]1[CH:9]=[CH:8][C:5]([C:6]#[N:7])=[C:4]([S:10][CH3:11])[CH:3]=1.CO.Cl.O. The catalyst is C1COCC1. (2) The reactants are [F:1][C:2]1[CH:7]=[CH:6][C:5]([C:8]2[N:9]=[C:10]([CH2:13][OH:14])[NH:11][CH:12]=2)=[CH:4][CH:3]=1.Br[CH2:16][CH2:17]Br.C([O-])([O-])=O.[K+].[K+]. The catalyst is CN(C=O)C. The product is [F:1][C:2]1[CH:3]=[CH:4][C:5]([C:8]2[N:9]=[C:10]3[N:11]([CH:12]=2)[CH2:17][CH2:16][O:14][CH2:13]3)=[CH:6][CH:7]=1. The yield is 0.150. (3) The reactants are [CH2:1]([NH:5][NH:6][C:7]([O:9][C:10]([CH3:13])([CH3:12])[CH3:11])=[O:8])[CH:2]([CH3:4])[CH3:3].C(=O)C(C)C.C(OC(C)(C)C)(=O)NN. The catalyst is CO. The product is [CH3:3][CH:2]([CH3:4])/[CH:1]=[N:5]/[NH:6][C:7]([O:9][C:10]([CH3:11])([CH3:13])[CH3:12])=[O:8]. The yield is 1.00. (4) The reactants are [CH2:1]([O:3][C:4](=[O:22])[CH2:5][NH:6][CH2:7][CH2:8][NH:9][S:10]([C:13]1[S:14][C:15]2[CH:21]=[CH:20][CH:19]=[CH:18][C:16]=2[N:17]=1)(=[O:12])=[O:11])[CH3:2].[CH3:23][S:24][CH2:25][CH2:26][O:27][C:28]([NH:30][C:31]1[N:39]=[CH:38][N:37]=[C:36]2[C:32]=1[N:33]=[CH:34][N:35]2[CH2:40][C:41](O)=[O:42])=[O:29]. No catalyst specified. The product is [CH2:1]([O:3][C:4](=[O:22])[CH2:5][N:6]([CH2:7][CH2:8][NH:9][S:10]([C:13]1[S:14][C:15]2[CH:21]=[CH:20][CH:19]=[CH:18][C:16]=2[N:17]=1)(=[O:12])=[O:11])[C:41](=[O:42])[CH2:40][N:35]1[CH:34]=[N:33][C:32]2[C:36]1=[N:37][CH:38]=[N:39][C:31]=2[NH:30][C:28]([O:27][CH2:26][CH2:25][S:24][CH3:23])=[O:29])[CH3:2]. The yield is 0.850. (5) The product is [Br:24][C:19]1[CH:18]=[C:17]([C:16]2[C:11]3[N:10]=[CH:9][N:8]([CH2:6][CH3:7])[C:12]=3[N:13]=[N:14][CH:15]=2)[CH:22]=[CH:21][C:20]=1[F:23]. The yield is 0.410. The catalyst is CCOC(C)=O. The reactants are S(=O)(=O)(O)O.[CH2:6]([N:8]1[C:12]2[N:13]=[N:14][CH:15]=[C:16]([C:17]3[CH:22]=[CH:21][C:20]([F:23])=[CH:19][CH:18]=3)[C:11]=2[N:10]=[CH:9]1)[CH3:7].[Br:24]N1C(C)(C)C(=O)N(Br)C1=O.S(=O)(O)[O-].[Na+].[OH-].[Na+].